From a dataset of Reaction yield outcomes from USPTO patents with 853,638 reactions. Predict the reaction yield, written as a fraction of the theoretical maximum amount of product (1.0 means a 100% yield; for example, 0.34 means a 34% yield). (1) The reactants are [NH2:1][C:2]1[CH:3]=[C:4]([C:8]#[CH:9])[CH:5]=[CH:6][CH:7]=1.N1C(C)=CC=CC=1C.[C:18]1([S:24](Cl)(=[O:26])=[O:25])[CH:23]=[CH:22][CH:21]=[CH:20][CH:19]=1. The catalyst is C1COCC1.C(OC(=O)C)C. The product is [C:8]([C:4]1[CH:3]=[C:2]([NH:1][S:24]([C:18]2[CH:23]=[CH:22][CH:21]=[CH:20][CH:19]=2)(=[O:26])=[O:25])[CH:7]=[CH:6][CH:5]=1)#[CH:9]. The yield is 0.960. (2) The reactants are [NH2:1][C:2]1[C:11]2[C:6](=[C:7](I)[C:8]([F:12])=[CH:9][CH:10]=2)[N:5]=[N:4][C:3]=1[C:14]([NH:16][CH2:17][CH2:18][CH3:19])=[O:15].[CH3:20][O:21][C:22]1[CH:27]=[C:26]([F:28])[CH:25]=[CH:24][C:23]=1B(O)O. No catalyst specified. The product is [NH2:1][C:2]1[C:11]2[C:6](=[C:7]([C:23]3[CH:24]=[CH:25][C:26]([F:28])=[CH:27][C:22]=3[O:21][CH3:20])[C:8]([F:12])=[CH:9][CH:10]=2)[N:5]=[N:4][C:3]=1[C:14]([NH:16][CH2:17][CH2:18][CH3:19])=[O:15]. The yield is 0.530. (3) The reactants are [CH2:1]([CH:5]1[CH2:10][CH2:9][NH:8][CH2:7][CH2:6]1)[CH2:2][CH2:3][CH3:4].Br[CH2:12][CH2:13][CH2:14][C:15]#[N:16].C(=O)([O-])[O-].[K+].[K+].O. The catalyst is C(#N)C.CCCCCCC.CCOC(C)=O. The product is [CH2:1]([CH:5]1[CH2:10][CH2:9][N:8]([CH2:12][CH2:13][CH2:14][C:15]#[N:16])[CH2:7][CH2:6]1)[CH2:2][CH2:3][CH3:4]. The yield is 0.870. (4) The reactants are [Br:1][C:2]1[C:10]([F:11])=[CH:9][C:5]([C:6]([OH:8])=[O:7])=[C:4](F)[CH:3]=1.[NH2:13][NH2:14].[ClH:15]. The catalyst is CN1CCCC1=O. The product is [ClH:15].[Br:1][C:2]1[C:10]([F:11])=[CH:9][C:5]([C:6]([OH:8])=[O:7])=[C:4]([NH:13][NH2:14])[CH:3]=1. The yield is 0.440. (5) The reactants are [CH3:1][O:2][C:3](=[O:29])[NH:4][CH:5]([C:9]([N:11]1[CH2:15][CH2:14][CH2:13][CH:12]1[C:16]1[NH:17][C:18]([C:21]2[CH:26]=[CH:25][C:24]([C:27]#[CH:28])=[CH:23][CH:22]=2)=[CH:19][N:20]=1)=[O:10])[CH:6]([CH3:8])[CH3:7].[C:30]([O:34][C:35]([N:37]1[CH:42]([C:43]2[NH:44][C:45]([C:48]3[CH:53]=[CH:52][C:51](Br)=[CH:50][CH:49]=3)=[CH:46][N:47]=2)[CH:41]2[CH2:55][CH:38]1[CH2:39][CH2:40]2)=[O:36])([CH3:33])([CH3:32])[CH3:31].C(N(CC)CC)C.N#N. The catalyst is CN(C=O)C.C1C=CC([P]([Pd]([P](C2C=CC=CC=2)(C2C=CC=CC=2)C2C=CC=CC=2)([P](C2C=CC=CC=2)(C2C=CC=CC=2)C2C=CC=CC=2)[P](C2C=CC=CC=2)(C2C=CC=CC=2)C2C=CC=CC=2)(C2C=CC=CC=2)C2C=CC=CC=2)=CC=1.[Cu]I.CO.CCOC(C)=O. The product is [C:30]([O:34][C:35]([N:37]1[CH:42]([C:43]2[NH:44][C:45]([C:48]3[CH:53]=[CH:52][C:51]([C:28]#[C:27][C:24]4[CH:25]=[CH:26][C:21]([C:18]5[NH:17][C:16]([CH:12]6[CH2:13][CH2:14][CH2:15][N:11]6[C:9](=[O:10])[CH:5]([NH:4][C:3]([O:2][CH3:1])=[O:29])[CH:6]([CH3:8])[CH3:7])=[N:20][CH:19]=5)=[CH:22][CH:23]=4)=[CH:50][CH:49]=3)=[CH:46][N:47]=2)[CH:41]2[CH2:55][CH:38]1[CH2:39][CH2:40]2)=[O:36])([CH3:33])([CH3:31])[CH3:32]. The yield is 0.540. (6) The reactants are [C:1](=[O:4])([O-])[O-].[Cs+].[Cs+].[CH3:7][N:8]([CH3:11])[CH:9]=[O:10].[F:12][C:13]1[CH:18]=[CH:17][C:16]([N:19]2[C@H:22]([C:23]3[CH:28]=[CH:27][C:26]([OH:29])=[CH:25][CH:24]=3)[C@@H:21]([CH2:30][CH2:31][C@@H:32]([C:34]3[CH:39]=[CH:38][C:37]([F:40])=[CH:36][CH:35]=3)[OH:33])[C:20]2=[O:41])=[CH:15][CH:14]=1.Br[CH2:43][C:44]1[CH:49]=[CH:48][C:47]([CH2:50]Br)=[CH:46][CH:45]=1. The catalyst is O. The product is [C:47]1([CH2:50][O:29][C:26]2[CH:27]=[CH:28][C:23]([C@H:7]3[N:8]([C:11]4[CH:39]=[CH:38][C:37]([F:40])=[CH:36][CH:35]=4)[C:9](=[O:10])[C@@H:20]3[CH2:21][CH2:22][C@H:1]([OH:4])[C:16]3[CH:15]=[CH:14][C:13]([F:12])=[CH:18][CH:17]=3)=[CH:24][CH:25]=2)[CH:48]=[CH:49][C:44]([CH2:43][O:29][C:26]2[CH:25]=[CH:24][C:23]([C@H:22]3[N:19]([C:16]4[CH:15]=[CH:14][C:13]([F:12])=[CH:18][CH:17]=4)[C:20](=[O:41])[C@@H:21]3[CH2:30][CH2:31][C@@H:32]([C:34]3[CH:35]=[CH:36][C:37]([F:40])=[CH:38][CH:39]=3)[OH:33])=[CH:28][CH:27]=2)=[CH:45][CH:46]=1. The yield is 0.220. (7) The reactants are C(OC([NH:8][C@@H:9]([CH3:16])/[CH:10]=[CH:11]/[C:12]([O:14][CH3:15])=[O:13])=O)(C)(C)C.[ClH:17]. The yield is 0.980. The catalyst is O1CCOCC1. The product is [ClH:17].[NH2:8][C@@H:9]([CH3:16])/[CH:10]=[CH:11]/[C:12]([O:14][CH3:15])=[O:13]. (8) The reactants are [Br:1][C:2]1[CH:7]=[CH:6][C:5]([O:8][CH2:9][CH2:10][CH2:11]Br)=[CH:4][CH:3]=1.[N:13]1([C:19]([O:21][C:22]([CH3:25])([CH3:24])[CH3:23])=[O:20])[CH2:18][CH2:17][NH:16][CH2:15][CH2:14]1.C([O-])([O-])=O.[Cs+].[Cs+].C(OCC)(=O)C. The catalyst is C(#N)C. The product is [Br:1][C:2]1[CH:7]=[CH:6][C:5]([O:8][CH2:9][CH2:10][CH2:11][N:16]2[CH2:15][CH2:14][N:13]([C:19]([O:21][C:22]([CH3:25])([CH3:24])[CH3:23])=[O:20])[CH2:18][CH2:17]2)=[CH:4][CH:3]=1. The yield is 0.750.